From a dataset of Full USPTO retrosynthesis dataset with 1.9M reactions from patents (1976-2016). Predict the reactants needed to synthesize the given product. Given the product [F:20][C:21]1[CH:26]=[C:25]([F:27])[CH:24]=[CH:23][C:22]=1[NH:28][C:29]([O:1][CH2:2][CH2:3][C:4]1[CH:5]=[C:6]([CH:17]=[CH:18][CH:19]=1)[CH2:7][CH:8]([C:9]([O:11][CH3:12])=[O:10])[C:13]([O:15][CH3:16])=[O:14])=[O:30], predict the reactants needed to synthesize it. The reactants are: [OH:1][CH2:2][CH2:3][C:4]1[CH:5]=[C:6]([CH:17]=[CH:18][CH:19]=1)[CH2:7][CH:8]([C:13]([O:15][CH3:16])=[O:14])[C:9]([O:11][CH3:12])=[O:10].[F:20][C:21]1[CH:26]=[C:25]([F:27])[CH:24]=[CH:23][C:22]=1[N:28]=[C:29]=[O:30].